From a dataset of Catalyst prediction with 721,799 reactions and 888 catalyst types from USPTO. Predict which catalyst facilitates the given reaction. (1) Reactant: [Cl:1][C:2]1[C:7]([N+:8]([O-:10])=[O:9])=[CH:6][CH:5]=[CH:4][C:3]=1[C:11]1[O:12][C:13]2[C:18]([C:19](=[O:21])[CH:20]=1)=[C:17]([O:22]C)[CH:16]=[C:15]([O:24]C)[C:14]=2[C@@H:26]1[CH2:30][CH2:29][N:28]([CH3:31])[C@H:27]1[CH2:32][OH:33].Cl.N1C=CC=CC=1.C([O-])([O-])=O.[Na+].[Na+]. Product: [Cl:1][C:2]1[C:7]([N+:8]([O-:10])=[O:9])=[CH:6][CH:5]=[CH:4][C:3]=1[C:11]1[O:12][C:13]2[C:18]([C:19](=[O:21])[CH:20]=1)=[C:17]([OH:22])[CH:16]=[C:15]([OH:24])[C:14]=2[C@@H:26]1[CH2:30][CH2:29][N:28]([CH3:31])[C@H:27]1[CH2:32][OH:33]. The catalyst class is: 5. (2) Reactant: [CH2:1]([NH:8][C:9]1[C:17]([C:18]2[CH:23]=[CH:22][C:21]([Cl:24])=[CH:20][CH:19]=2)=[CH:16][C:12]([C:13](O)=[O:14])=[CH:11][N:10]=1)[C:2]1[CH:7]=[CH:6][CH:5]=[CH:4][CH:3]=1.CN(C(ON1N=NC2C=CC=CC1=2)=[N+](C)C)C.[B-](F)(F)(F)F.[NH2:47][C@@H:48]1[CH2:53][CH2:52][CH2:51][CH2:50][C@H:49]1[OH:54].CCN(C(C)C)C(C)C. Product: [CH2:1]([NH:8][C:9]1[C:17]([C:18]2[CH:23]=[CH:22][C:21]([Cl:24])=[CH:20][CH:19]=2)=[CH:16][C:12]([C:13]([NH:47][C@@H:48]2[CH2:53][CH2:52][CH2:51][CH2:50][C@H:49]2[OH:54])=[O:14])=[CH:11][N:10]=1)[C:2]1[CH:7]=[CH:6][CH:5]=[CH:4][CH:3]=1. The catalyst class is: 640.